From a dataset of Full USPTO retrosynthesis dataset with 1.9M reactions from patents (1976-2016). Predict the reactants needed to synthesize the given product. Given the product [CH3:1][N:2]([CH3:31])[C:3]1[C:12]2[C:7](=[CH:8][CH:9]=[CH:10][CH:11]=2)[C:6]([C:13]([C:15]2[C:24]3[C:19](=[CH:20][C:21]([O:27][CH3:28])=[C:22]([O:25][CH3:26])[CH:23]=3)[C:18]([C:29]([OH:36])=[O:32])=[CH:17][N:16]=2)=[O:14])=[CH:5][CH:4]=1, predict the reactants needed to synthesize it. The reactants are: [CH3:1][N:2]([CH3:31])[C:3]1[C:12]2[C:7](=[CH:8][CH:9]=[CH:10][CH:11]=2)[C:6]([C:13]([C:15]2[C:24]3[C:19](=[CH:20][C:21]([O:27][CH3:28])=[C:22]([O:25][CH3:26])[CH:23]=3)[C:18]([C:29]#N)=[CH:17][N:16]=2)=[O:14])=[CH:5][CH:4]=1.[OH-:32].[Na+].Cl.C[OH:36].